From a dataset of Catalyst prediction with 721,799 reactions and 888 catalyst types from USPTO. Predict which catalyst facilitates the given reaction. (1) Reactant: O[CH2:2][C:3]1[S:4][C:5]([S:8][CH2:9][CH2:10][CH2:11][CH3:12])=[CH:6][CH:7]=1.P(Br)(Br)[Br:14]. Product: [Br:14][CH2:2][C:3]1[S:4][C:5]([S:8][CH2:9][CH2:10][CH2:11][CH3:12])=[CH:6][CH:7]=1. The catalyst class is: 27. (2) The catalyst class is: 5. Reactant: [N:1]1[CH:6]=[CH:5][CH:4]=[C:3]([C:7]2[S:11][C:10]([CH:12]=[O:13])=[CH:9][CH:8]=2)[CH:2]=1.[BH4-].[Na+].C(=O)(O)[O-].[Na+]. Product: [N:1]1[CH:6]=[CH:5][CH:4]=[C:3]([C:7]2[S:11][C:10]([CH2:12][OH:13])=[CH:9][CH:8]=2)[CH:2]=1. (3) Reactant: Cl[CH2:2][CH2:3][CH2:4][S:5]([O:8][CH2:9][C:10]([CH3:29])([CH3:28])[C@@H:11]([O:20][CH2:21][C:22]1[CH:27]=[CH:26][CH:25]=[CH:24][CH:23]=1)[C:12]([O:14][CH2:15][CH2:16][N:17]([CH3:19])[CH3:18])=[O:13])(=[O:7])=[O:6].[N-:30]=[N+:31]=[N-:32].[Na+]. Product: [N:30]([CH2:2][CH2:3][CH2:4][S:5]([O:8][CH2:9][C:10]([CH3:29])([CH3:28])[C@@H:11]([O:20][CH2:21][C:22]1[CH:27]=[CH:26][CH:25]=[CH:24][CH:23]=1)[C:12]([O:14][CH2:15][CH2:16][N:17]([CH3:19])[CH3:18])=[O:13])(=[O:7])=[O:6])=[N+:31]=[N-:32]. The catalyst class is: 16. (4) Reactant: [OH:1][C:2]1[CH:3]=[CH:4][C:5]([O:8][CH3:9])=[N:6][CH:7]=1.Cl[C:11]1[C:16]([Cl:17])=[CH:15][C:14]([Cl:18])=[CH:13][N:12]=1.[OH-].[K+].O. Product: [Cl:17][C:16]1[C:11]([O:1][C:2]2[CH:3]=[CH:4][C:5]([O:8][CH3:9])=[N:6][CH:7]=2)=[N:12][CH:13]=[C:14]([Cl:18])[CH:15]=1. The catalyst class is: 16. (5) Reactant: [CH2:1]([O:4][C:5]1[CH:10]=[C:9]([Cl:11])[C:8]([CH2:12][C:13]2[CH:18]=[CH:17][C:16]([O:19][CH2:20][CH3:21])=[CH:15][CH:14]=2)=[CH:7][C:6]=1[C@@H:22]1[O:27][C@H:26]([CH2:28][O:29][CH2:30][CH2:31][CH2:32][CH2:33][CH2:34][O:35][Si](C(C)(C)C)(C2C=CC=CC=2)C2C=CC=CC=2)[C@@H:25]([O:53][CH2:54][C:55]2[CH:60]=[CH:59][CH:58]=[CH:57][CH:56]=2)[C@H:24]([O:61][CH2:62][C:63]2[CH:68]=[CH:67][CH:66]=[CH:65][CH:64]=2)[C@H:23]1[O:69][CH2:70][C:71]1[CH:76]=[CH:75][CH:74]=[CH:73][CH:72]=1)[CH:2]=[CH2:3].[F-].C([N+](CCCC)(CCCC)CCCC)CCC. Product: [CH2:1]([O:4][C:5]1[CH:10]=[C:9]([Cl:11])[C:8]([CH2:12][C:13]2[CH:14]=[CH:15][C:16]([O:19][CH2:20][CH3:21])=[CH:17][CH:18]=2)=[CH:7][C:6]=1[C@@H:22]1[O:27][C@H:26]([CH2:28][O:29][CH2:30][CH2:31][CH2:32][CH2:33][CH2:34][OH:35])[C@@H:25]([O:53][CH2:54][C:55]2[CH:56]=[CH:57][CH:58]=[CH:59][CH:60]=2)[C@H:24]([O:61][CH2:62][C:63]2[CH:68]=[CH:67][CH:66]=[CH:65][CH:64]=2)[C@H:23]1[O:69][CH2:70][C:71]1[CH:76]=[CH:75][CH:74]=[CH:73][CH:72]=1)[CH:2]=[CH2:3]. The catalyst class is: 7. (6) Reactant: [F-].C([N+](CCCC)(CCCC)CCCC)CCC.[Si]([O:26][CH2:27][CH2:28][CH2:29][CH2:30][CH2:31][CH2:32][CH2:33][C:34]1[S:35][CH:36]=[C:37]([C:39]2[CH:44]=[CH:43][C:42]([O:45][CH3:46])=[CH:41][CH:40]=2)[N:38]=1)(C(C)(C)C)(C)C. Product: [CH3:46][O:45][C:42]1[CH:41]=[CH:40][C:39]([C:37]2[N:38]=[C:34]([CH2:33][CH2:32][CH2:31][CH2:30][CH2:29][CH2:28][CH2:27][OH:26])[S:35][CH:36]=2)=[CH:44][CH:43]=1. The catalyst class is: 220.